Dataset: Forward reaction prediction with 1.9M reactions from USPTO patents (1976-2016). Task: Predict the product of the given reaction. (1) Given the reactants [Cl:1][CH2:2][C:3](Cl)=[O:4].[NH2:6][C:7]1[CH:15]=[CH:14][CH:13]=[C:12]2[C:8]=1[C:9](=[O:26])[N:10]([C@@:17]1([CH3:25])[CH2:22][CH2:21][C:20](=[O:23])[NH:19][C:18]1=[O:24])[C:11]2=[O:16], predict the reaction product. The product is: [Cl:1][CH2:2][C:3]([NH:6][C:7]1[CH:15]=[CH:14][CH:13]=[C:12]2[C:8]=1[C:9](=[O:26])[N:10]([C@@:17]1([CH3:25])[CH2:22][CH2:21][C:20](=[O:23])[NH:19][C:18]1=[O:24])[C:11]2=[O:16])=[O:4]. (2) Given the reactants [C:1]([C:3]1[C:8]([NH:9][C@@H:10]([CH3:14])[CH2:11][O:12][CH3:13])=[CH:7][C:6]([CH3:15])=[C:5]([C:16]2[CH:21]=[CH:20][C:19]([O:22][C:23]([F:26])([F:25])[F:24])=[CH:18][C:17]=2[O:27][CH3:28])[N:4]=1)#[CH:2].C(O[K])(C)(C)C, predict the reaction product. The product is: [CH3:13][O:12][CH2:11][C@@H:10]([N:9]1[C:8]2[C:3](=[N:4][C:5]([C:16]3[CH:21]=[CH:20][C:19]([O:22][C:23]([F:24])([F:25])[F:26])=[CH:18][C:17]=3[O:27][CH3:28])=[C:6]([CH3:15])[CH:7]=2)[CH:1]=[CH:2]1)[CH3:14]. (3) Given the reactants [F:1][C:2]1[CH:3]=[N:4][C:5]([NH:8][C:9]2[S:10][C:11]3[CH2:17][CH2:16][N:15]([CH2:18][CH2:19][CH2:20][N:21]4[CH2:26][CH2:25][O:24][CH2:23][CH2:22]4)[C:14]4=[N:27][N:28](CC5C=CC(OC)=CC=5)[CH:29]=[C:13]4[C:12]=3[N:39]=2)=[N:6][CH:7]=1.C([SiH](C(C)C)C(C)C)(C)C, predict the reaction product. The product is: [F:1][C:2]1[CH:3]=[N:4][C:5]([NH:8][C:9]2[S:10][C:11]3[CH2:17][CH2:16][N:15]([CH2:18][CH2:19][CH2:20][N:21]4[CH2:26][CH2:25][O:24][CH2:23][CH2:22]4)[C:14]4=[N:27][NH:28][CH:29]=[C:13]4[C:12]=3[N:39]=2)=[N:6][CH:7]=1. (4) Given the reactants [Cl:1][C:2]1[CH:3]=[C:4]([NH:8][C:9]2[N:14]=[C:13]([C:15]([F:18])([F:17])[F:16])[C:12]([NH2:19])=[CH:11][N:10]=2)[CH:5]=[CH:6][CH:7]=1.N1C=CC=CC=1.[C:26](Cl)(=[O:33])[C:27]1[CH:32]=[CH:31][CH:30]=[CH:29][CH:28]=1.C(=O)([O-])O.[Na+], predict the reaction product. The product is: [Cl:1][C:2]1[CH:3]=[C:4]([NH:8][C:9]2[N:14]=[C:13]([C:15]([F:17])([F:18])[F:16])[C:12]([NH:19][C:26](=[O:33])[C:27]3[CH:32]=[CH:31][CH:30]=[CH:29][CH:28]=3)=[CH:11][N:10]=2)[CH:5]=[CH:6][CH:7]=1. (5) The product is: [CH3:14][N:15]1[CH2:20][CH2:19][CH:18]([NH:21][S:10]([C:6]2[CH:7]=[CH:8][CH:9]=[C:4]([N+:1]([O-:3])=[O:2])[CH:5]=2)(=[O:12])=[O:11])[CH2:17][CH2:16]1. Given the reactants [N+:1]([C:4]1[CH:5]=[C:6]([S:10](Cl)(=[O:12])=[O:11])[CH:7]=[CH:8][CH:9]=1)([O-:3])=[O:2].[CH3:14][N:15]1[CH2:20][CH2:19][CH:18]([NH2:21])[CH2:17][CH2:16]1.C(N(CC)CC)C, predict the reaction product.